Dataset: Catalyst prediction with 721,799 reactions and 888 catalyst types from USPTO. Task: Predict which catalyst facilitates the given reaction. (1) Reactant: Cl[C:2]1[N:6]([CH2:7][CH2:8][O:9][CH2:10][C:11]2[CH:16]=[CH:15][C:14]([O:17][CH3:18])=[CH:13][CH:12]=2)[C:5]2[C:19]([CH:24]([CH2:27][CH3:28])[CH2:25][CH3:26])=[CH:20][CH:21]=[C:22]([Cl:23])[C:4]=2[N:3]=1.[Cl:29][C:30]1[CH:35]=[C:34]([O:36][C:37]([F:40])([F:39])[F:38])[CH:33]=[C:32]([Cl:41])[C:31]=1[OH:42].C(=O)([O-])[O-].[K+].[K+]. Product: [Cl:23][C:22]1[C:4]2[N:3]=[C:2]([O:42][C:31]3[C:32]([Cl:41])=[CH:33][C:34]([O:36][C:37]([F:40])([F:38])[F:39])=[CH:35][C:30]=3[Cl:29])[N:6]([CH2:7][CH2:8][O:9][CH2:10][C:11]3[CH:16]=[CH:15][C:14]([O:17][CH3:18])=[CH:13][CH:12]=3)[C:5]=2[C:19]([CH:24]([CH2:27][CH3:28])[CH2:25][CH3:26])=[CH:20][CH:21]=1. The catalyst class is: 9. (2) Reactant: [Cl:1][C:2]1[CH:3]=[C:4]([C:9]2[C:14]([C:15]([NH:17][CH2:18][CH2:19][CH2:20][C:21]3[CH:26]=[CH:25][CH:24]=[CH:23][CH:22]=3)=[O:16])=[C:13]([CH3:27])[N:12]=[C:11](S(C)(=O)=O)[N:10]=2)[CH:5]=[C:6]([Cl:8])[CH:7]=1.[O-:32][CH2:33][CH3:34].[Na+]. Product: [Cl:1][C:2]1[CH:3]=[C:4]([C:9]2[C:14]([C:15]([NH:17][CH2:18][CH2:19][CH2:20][C:21]3[CH:26]=[CH:25][CH:24]=[CH:23][CH:22]=3)=[O:16])=[C:13]([CH3:27])[N:12]=[C:11]([O:32][CH2:33][CH3:34])[N:10]=2)[CH:5]=[C:6]([Cl:8])[CH:7]=1. The catalyst class is: 3.